This data is from Reaction yield outcomes from USPTO patents with 853,638 reactions. The task is: Predict the reaction yield, written as a fraction of the theoretical maximum amount of product (1.0 means a 100% yield; for example, 0.34 means a 34% yield). (1) The reactants are Br[C:2]1[CH:7]=[CH:6][C:5]([N:8]2[C:20]3[CH2:19][CH2:18][CH2:17][C:16](=[O:21])[C:15]=3[C:14]3[C:9]2=[CH:10][CH:11]=[CH:12][CH:13]=3)=[C:4]([C:22]([F:25])([F:24])[F:23])[CH:3]=1.[CH3:26][O:27][CH2:28][CH2:29][NH2:30].CC(C)([O-])C.[Na+].C1(C)C=CC=CC=1. The catalyst is C(OCC)(=O)C.C([O-])(=O)C.[Pd+2].C([O-])(=O)C.C1(P(C2C=CC=CC=2)[C-]2C=CC=C2)C=CC=CC=1.[C-]1(P(C2C=CC=CC=2)C2C=CC=CC=2)C=CC=C1.[Fe+2]. The product is [CH3:26][O:27][CH2:28][CH2:29][NH:30][C:2]1[CH:7]=[CH:6][C:5]([N:8]2[C:20]3[CH2:19][CH2:18][CH2:17][C:16](=[O:21])[C:15]=3[C:14]3[C:9]2=[CH:10][CH:11]=[CH:12][CH:13]=3)=[C:4]([C:22]([F:25])([F:24])[F:23])[CH:3]=1. The yield is 0.320. (2) The reactants are [N+:1]([O:4][CH2:5][CH2:6][CH2:7][CH2:8][O:9][C:10]([C:12]1[C:21](=[O:22])[C:20]2[C:15](=[CH:16][C:17]([N:24]3[CH2:29][CH2:28][NH:27][CH2:26][CH2:25]3)=[C:18]([F:23])[CH:19]=2)[N:14]([CH2:30][CH3:31])[CH:13]=1)=[O:11])([O-:3])=[O:2].Cl.CCOC(C)=O. The catalyst is C(Cl)Cl.[N+]([O-])([O-])=O.[Ag+]. The product is [N+:1]([O-:4])([OH:3])=[O:2].[N+:1]([O:4][CH2:5][CH2:6][CH2:7][CH2:8][O:9][C:10]([C:12]1[C:21](=[O:22])[C:20]2[C:15](=[CH:16][C:17]([N:24]3[CH2:29][CH2:28][NH:27][CH2:26][CH2:25]3)=[C:18]([F:23])[CH:19]=2)[N:14]([CH2:30][CH3:31])[CH:13]=1)=[O:11])([O-:3])=[O:2]. The yield is 0.850. (3) The reactants are [C:1]([Br:5])(Br)(Br)Br.C1(P(C2C=CC=CC=2)C2C=CC=CC=2)C=CC=CC=1.[CH3:25][O:26][C:27]1[CH:28]=[C:29](CO)[CH:30]=[CH:31][C:32]=1[N+:33]([O-:35])=[O:34]. The catalyst is C1COCC1. The product is [Br:5][CH2:1][C:29]1[CH:30]=[CH:31][C:32]([N+:33]([O-:35])=[O:34])=[C:27]([O:26][CH3:25])[CH:28]=1. The yield is 0.950. (4) The reactants are [CH3:1][O:2][C:3]1[C:8]([N+:9]([O-])=O)=[CH:7][CH:6]=[C:5]([C:12]2[N:16]([CH3:17])[N:15]=[N:14][N:13]=2)[N:4]=1. The catalyst is CCO.CC1OC(C=CC2C=C3CCCN4CCCC(=C34)C=2)=CC(=C(C#N)C#N)C=1.[Pd]. The product is [CH3:1][O:2][C:3]1[C:8]([NH2:9])=[CH:7][CH:6]=[C:5]([C:12]2[N:16]([CH3:17])[N:15]=[N:14][N:13]=2)[N:4]=1. The yield is 0.990. (5) The reactants are [Cl:1][C:2]1[N:11]=[C:10](Cl)[C:9]2[C:4](=[CH:5][CH:6]=[CH:7][CH:8]=2)[N:3]=1.[NH2:13][C:14]1[CH:19]=[CH:18][N:17]=[CH:16][CH:15]=1.Cl. The catalyst is C(O)(C)C. The product is [Cl:1][C:2]1[N:11]=[C:10]([NH:13][C:14]2[CH:19]=[CH:18][N:17]=[CH:16][CH:15]=2)[C:9]2[C:4](=[CH:5][CH:6]=[CH:7][CH:8]=2)[N:3]=1. The yield is 0.610. (6) The reactants are [NH2:1][C:2]1[N:7]=[C:6]([C:8]2[CH:13]=[CH:12][C:11]([Cl:14])=[C:10]([O:15][CH3:16])[C:9]=2[F:17])[N:5]=C(C(O)=O)[C:3]=1Br.[CH3:22][S-:23].[Na+].[C:25]([O:28][CH2:29]C)(=[O:27])[CH3:26].Cl. The catalyst is CN(C=O)C.O. The product is [CH3:29][O:28][C:25]([C:26]1[C:3]([S:23][CH3:22])=[C:2]([NH2:1])[N:7]=[C:6]([C:8]2[CH:13]=[CH:12][C:11]([Cl:14])=[C:10]([O:15][CH3:16])[C:9]=2[F:17])[N:5]=1)=[O:27]. The yield is 0.127. (7) The catalyst is C(Cl)Cl. The yield is 0.320. The product is [CH:1]1([CH2:6][CH:7]([C:11]2[CH:16]=[CH:15][C:14]([S:17][CH3:18])=[CH:13][CH:12]=2)[C:8]([NH:46][C:47]2[CH:52]=[CH:51][CH:50]=[CH:49][N:48]=2)=[O:10])[CH2:2][CH2:3][CH2:4][CH2:5]1. The reactants are [CH:1]1([CH2:6][CH:7]([C:11]2[CH:16]=[CH:15][C:14]([S:17][CH3:18])=[CH:13][CH:12]=2)[C:8]([OH:10])=O)[CH2:5][CH2:4][CH2:3][CH2:2]1.C1(P(C2C=CC=CC=2)C2C=CC=CC=2)C=CC=CC=1.BrN1C(=O)CCC1=O.[NH2:46][C:47]1[CH:52]=[CH:51][CH:50]=[CH:49][N:48]=1.